From a dataset of Reaction yield outcomes from USPTO patents with 853,638 reactions. Predict the reaction yield, written as a fraction of the theoretical maximum amount of product (1.0 means a 100% yield; for example, 0.34 means a 34% yield). (1) The product is [F:1][C:2]1[CH:7]=[C:6]([F:8])[CH:5]=[CH:4][C:3]=1[C:9]1[NH:36][C:34](=[O:35])[NH:33][CH:24]([C:23]2[CH:26]=[C:27]([N+:30]([O-:32])=[O:31])[C:28]([OH:29])=[C:21]([O:20][CH2:18][CH3:19])[CH:22]=2)[C:10]=1[C:11]1[CH:16]=[CH:15][CH:14]=[CH:13][CH:12]=1. The yield is 0.0700. The catalyst is CCO. The reactants are [F:1][C:2]1[CH:7]=[C:6]([F:8])[CH:5]=[CH:4][C:3]=1[C:9](=O)[CH2:10][C:11]1[CH:16]=[CH:15][CH:14]=[CH:13][CH:12]=1.[CH2:18]([O:20][C:21]1[CH:22]=[C:23]([CH:26]=[C:27]([N+:30]([O-:32])=[O:31])[C:28]=1[OH:29])[CH:24]=O)[CH3:19].[NH2:33][C:34]([NH2:36])=[O:35].Cl. (2) The reactants are C([O:3][C:4]([C:6]1([C:17]([O:19]CC)=[O:18])[O:10][C:9]2[CH:11]=[C:12]([Cl:16])[CH:13]=[C:14]([Br:15])[C:8]=2[O:7]1)=[O:5])C.Cl. The catalyst is C1COCC1.[OH-].[Na+]. The product is [Br:15][C:14]1[C:8]2[O:7][C:6]([C:17]([OH:19])=[O:18])([C:4]([OH:5])=[O:3])[O:10][C:9]=2[CH:11]=[C:12]([Cl:16])[CH:13]=1. The yield is 0.810.